Dataset: Full USPTO retrosynthesis dataset with 1.9M reactions from patents (1976-2016). Task: Predict the reactants needed to synthesize the given product. (1) Given the product [ClH:45].[NH2:35][C@@H:32]1[CH2:31][CH2:30][C@H:29]([N:19]2[C:20](=[O:28])[C:21]3[CH:26]=[C:25]([F:27])[CH:24]=[N:23][C:22]=3[N:17]([C:13]3[CH:12]=[C:11]([CH:16]=[CH:15][CH:14]=3)[C:9]([N:8]([CH2:1][C:2]3[CH:3]=[CH:4][CH:5]=[CH:6][CH:7]=3)[CH3:44])=[O:10])[C:18]2=[O:43])[CH2:34][CH2:33]1, predict the reactants needed to synthesize it. The reactants are: [CH2:1]([N:8]([CH3:44])[C:9]([C:11]1[CH:12]=[C:13]([N:17]2[C:22]3[N:23]=[CH:24][C:25]([F:27])=[CH:26][C:21]=3[C:20](=[O:28])[N:19]([C@@H:29]3[CH2:34][CH2:33][C@H:32]([NH:35]C(=O)OC(C)(C)C)[CH2:31][CH2:30]3)[C:18]2=[O:43])[CH:14]=[CH:15][CH:16]=1)=[O:10])[C:2]1[CH:7]=[CH:6][CH:5]=[CH:4][CH:3]=1.[ClH:45]. (2) The reactants are: Cl[CH2:2][CH2:3][CH2:4][CH:5]1[CH2:14][C:13]2[C:8](=[CH:9][CH:10]=[C:11]([N+:15]([O-:17])=[O:16])[CH:12]=2)[N:7]([CH2:18][C:19]2[CH:24]=[CH:23][C:22]([O:25][CH3:26])=[CH:21][CH:20]=2)[C:6]1=[O:27].[I-].[Na+].C(=O)([O-])[O-].[K+].[K+].[CH3:36][NH:37][CH3:38]. Given the product [CH3:36][N:37]([CH3:38])[CH2:2][CH2:3][CH2:4][CH:5]1[CH2:14][C:13]2[C:8](=[CH:9][CH:10]=[C:11]([N+:15]([O-:17])=[O:16])[CH:12]=2)[N:7]([CH2:18][C:19]2[CH:24]=[CH:23][C:22]([O:25][CH3:26])=[CH:21][CH:20]=2)[C:6]1=[O:27], predict the reactants needed to synthesize it.